From a dataset of hERG Central: cardiac toxicity at 1µM, 10µM, and general inhibition. Predict hERG channel inhibition at various concentrations. (1) The molecule is O=C(NCC1CCCO1)C1CCN(C2CCN(Cc3cccs3)CC2)CC1. Results: hERG_inhib (hERG inhibition (general)): blocker. (2) The molecule is O=C(Nc1ccc(Cl)cc1)Nc1cccnc1. Results: hERG_inhib (hERG inhibition (general)): blocker.